Dataset: Catalyst prediction with 721,799 reactions and 888 catalyst types from USPTO. Task: Predict which catalyst facilitates the given reaction. (1) Reactant: C[O:2][C:3]([C:5]1[C:13]2[C:8](=[CH:9][CH:10]=[CH:11][CH:12]=2)[N:7]([CH2:14][C:15]2[CH:20]=[CH:19][C:18]([F:21])=[CH:17][CH:16]=2)[N:6]=1)=[O:4].[OH-].[Na+]. Product: [F:21][C:18]1[CH:17]=[CH:16][C:15]([CH2:14][N:7]2[C:8]3[C:13](=[CH:12][CH:11]=[CH:10][CH:9]=3)[C:5]([C:3]([OH:4])=[O:2])=[N:6]2)=[CH:20][CH:19]=1. The catalyst class is: 5. (2) Reactant: [CH3:1][C:2]1[CH:7]=[CH:6][N:5]=[CH:4][CH:3]=1.C([Li])CCC.[Br:13][C:14]1[CH:19]=[CH:18][C:17]([C@H:20]([C:28]2[CH:33]=[CH:32][CH:31]=[CH:30][C:29]=2[CH3:34])[CH2:21][C:22](N(OC)C)=[O:23])=[CH:16][CH:15]=1.C(=O)([O-])O.[Na+]. Product: [Br:13][C:14]1[CH:15]=[CH:16][C:17]([C@H:20]([C:28]2[CH:33]=[CH:32][CH:31]=[CH:30][C:29]=2[CH3:34])[CH2:21][C:22](=[O:23])[CH2:1][C:2]2[CH:7]=[CH:6][N:5]=[CH:4][CH:3]=2)=[CH:18][CH:19]=1. The catalyst class is: 54. (3) Reactant: [Cl:1][C:2]1[CH:7]=[CH:6][C:5]([F:8])=[CH:4][C:3]=1[N:9]1[C:13](=[O:14])[CH:12]([CH:15]([CH3:17])[CH3:16])[NH:11][C:10]1=[O:18].[CH2:19](Br)[C:20]1[CH:25]=[CH:24][CH:23]=[CH:22][CH:21]=1.[H-].[Na+]. Product: [CH2:19]([N:11]1[CH:12]([CH:15]([CH3:16])[CH3:17])[C:13](=[O:14])[N:9]([C:3]2[CH:4]=[C:5]([F:8])[CH:6]=[CH:7][C:2]=2[Cl:1])[C:10]1=[O:18])[C:20]1[CH:25]=[CH:24][CH:23]=[CH:22][CH:21]=1. The catalyst class is: 39. (4) Reactant: [CH:1]1[C:10]2[C:5](=[CH:6][CH:7]=[CH:8][CH:9]=2)[CH:4]=[C:3]([C:11]([NH:13][C:14]2[NH:15][C:16]3[C:22]([C:23](O)=[O:24])=[CH:21][CH:20]=[CH:19][C:17]=3[N:18]=2)=[O:12])[N:2]=1.CN(C(ON1N=NC2C=CC=CC1=2)=[N+](C)C)C.F[P-](F)(F)(F)(F)F.CCN(C(C)C)C(C)C.[C:59]([O:63][C:64]([N:66]1[CH2:71][CH2:70][C:69]2[N:72]=[C:73]([NH2:75])[S:74][C:68]=2[CH2:67]1)=[O:65])([CH3:62])([CH3:61])[CH3:60]. Product: [C:59]([O:63][C:64]([N:66]1[CH2:71][CH2:70][C:69]2[N:72]=[C:73]([NH:75][C:23]([C:22]3[C:16]4[NH:15][C:14]([NH:13][C:11]([C:3]5[N:2]=[CH:1][C:10]6[C:5]([CH:4]=5)=[CH:6][CH:7]=[CH:8][CH:9]=6)=[O:12])=[N:18][C:17]=4[CH:19]=[CH:20][CH:21]=3)=[O:24])[S:74][C:68]=2[CH2:67]1)=[O:65])([CH3:62])([CH3:60])[CH3:61]. The catalyst class is: 3. (5) Reactant: [H-].[Na+].[CH2:3]([OH:6])[CH2:4][OH:5].Cl[C:8]1[C:17]2[C:12](=[CH:13][CH:14]=[C:15]([Br:18])[CH:16]=2)[N:11]=[CH:10][CH:9]=1. Product: [Br:18][C:15]1[CH:16]=[C:17]2[C:12](=[CH:13][CH:14]=1)[N:11]=[CH:10][CH:9]=[C:8]2[O:5][CH2:4][CH2:3][OH:6]. The catalyst class is: 3. (6) Reactant: C([O:3][C:4](=[O:33])[CH2:5][CH2:6][NH:7][C:8]1[N:9]=[C:10]([N:20]2[CH2:25][CH2:24][N:23]3[C:26]([C:29]([F:32])([F:31])[F:30])=[N:27][N:28]=[C:22]3[CH2:21]2)[C:11]2[CH:16]=[C:15]([CH2:17][CH2:18][CH3:19])[S:14][C:12]=2[N:13]=1)C.CO.[OH-].[Na+].Cl. Product: [CH2:17]([C:15]1[S:14][C:12]2[N:13]=[C:8]([NH:7][CH2:6][CH2:5][C:4]([OH:33])=[O:3])[N:9]=[C:10]([N:20]3[CH2:25][CH2:24][N:23]4[C:26]([C:29]([F:31])([F:30])[F:32])=[N:27][N:28]=[C:22]4[CH2:21]3)[C:11]=2[CH:16]=1)[CH2:18][CH3:19]. The catalyst class is: 7.